This data is from Full USPTO retrosynthesis dataset with 1.9M reactions from patents (1976-2016). The task is: Predict the reactants needed to synthesize the given product. (1) Given the product [CH3:10][O:11][C:12]([NH:14][CH2:15][CH2:16][O:17][CH:18]([C:28]1[CH:29]=[CH:30][CH:31]=[CH:32][CH:33]=1)[C:19]1[CH:20]=[C:21]([CH:25]=[CH:26][CH:27]=1)[C:22]([NH:56][CH2:57][CH:58]([N:66]([CH3:74])[C:67](=[O:73])[OH:68])[CH2:59][CH:60]1[CH2:65][CH2:64][CH2:63][O:62][CH2:61]1)=[O:23])=[O:13], predict the reactants needed to synthesize it. The reactants are: CCN(C(C)C)C(C)C.[CH3:10][O:11][C:12]([NH:14][CH2:15][CH2:16][O:17][CH:18]([C:28]1[CH:33]=[CH:32][CH:31]=[CH:30][CH:29]=1)[C:19]1[CH:20]=[C:21]([CH:25]=[CH:26][CH:27]=1)[C:22]([O-])=[O:23])=[O:13].[Li+].C1C=CC2N(O)N=NC=2C=1.CCN=C=NCCCN(C)C.[NH2:56][CH2:57][C@@H:58]([N:66]([CH3:74])[C:67](=[O:73])[O:68]C(C)(C)C)[CH2:59][C@H:60]1[CH2:65][CH2:64][CH2:63][O:62][CH2:61]1. (2) Given the product [Br:1][C:2]1[CH:3]=[C:4]([N+:18]([O-:20])=[O:19])[C:5]([N:8]2[CH2:9][CH2:10][CH:11]([CH2:14][C:15]([N:53]3[CH2:54][CH2:55][CH2:56][N:50]([CH3:49])[CH2:51][CH2:52]3)=[O:17])[CH2:12][CH2:13]2)=[N:6][CH:7]=1, predict the reactants needed to synthesize it. The reactants are: [Br:1][C:2]1[CH:3]=[C:4]([N+:18]([O-:20])=[O:19])[C:5]([N:8]2[CH2:13][CH2:12][CH:11]([CH2:14][C:15]([OH:17])=O)[CH2:10][CH2:9]2)=[N:6][CH:7]=1.F[B-](F)(F)F.N1(OC(N(C)C)=[N+](C)C)C2C=CC=CC=2N=N1.N1C=CC=CC=1.[CH3:49][N:50]1[CH2:56][CH2:55][CH2:54][NH:53][CH2:52][CH2:51]1. (3) Given the product [F:1][CH2:2][CH2:3][NH:4][C:5]([N:7]1[C:15]2[C:10](=[CH:11][C:12]([O:16][C:17]3[CH:22]=[CH:21][N:20]=[C:19]([NH:23][C:24]([CH:26]4[CH2:27][CH2:28][NH:29][CH2:30][CH2:31]4)=[O:25])[CH:18]=3)=[CH:13][CH:14]=2)[CH:9]=[CH:8]1)=[O:6], predict the reactants needed to synthesize it. The reactants are: [F:1][CH2:2][CH2:3][NH:4][C:5]([N:7]1[C:15]2[C:10](=[CH:11][C:12]([O:16][C:17]3[CH:22]=[CH:21][N:20]=[C:19]([NH:23][C:24]([CH:26]4[CH2:31][CH2:30][N:29](C(OC(C)(C)C)=O)[CH2:28][CH2:27]4)=[O:25])[CH:18]=3)=[CH:13][CH:14]=2)[CH:9]=[CH:8]1)=[O:6].C(OCC)(=O)C.O.C(=O)(O)[O-].[Na+]. (4) Given the product [N:32]1([C:29]2[CH:28]=[CH:27][C:10]([C:11]([N:13]3[CH2:14][CH2:15][CH:16]([C:19]4[CH:26]=[CH:25][C:22]([C:23]#[N:24])=[CH:21][CH:20]=4)[CH2:17][CH2:18]3)=[O:12])=[CH:9][C:8]=2[C:4]2[NH:3][C:2]([CH3:1])=[N:6][C:5]=2[CH3:7])[CH2:35][CH2:34][CH2:33]1, predict the reactants needed to synthesize it. The reactants are: [CH3:1][C:2]1[NH:3][C:4]([C:8]2[CH:9]=[C:10]([CH:27]=[CH:28][C:29]=2F)[C:11]([N:13]2[CH2:18][CH2:17][CH:16]([C:19]3[CH:26]=[CH:25][C:22]([C:23]#[N:24])=[CH:21][CH:20]=3)[CH2:15][CH2:14]2)=[O:12])=[C:5]([CH3:7])[N:6]=1.Cl.[NH:32]1[CH2:35][CH2:34][CH2:33]1.C(=O)([O-])[O-].[Cs+].[Cs+].O.